This data is from Catalyst prediction with 721,799 reactions and 888 catalyst types from USPTO. The task is: Predict which catalyst facilitates the given reaction. (1) Reactant: [C:1]([O:6][CH2:7][CH2:8][CH2:9][CH2:10][CH2:11][CH3:12])(=[O:5])[C:2]([CH3:4])=[CH2:3].[C:13]([NH2:18])(=[O:17])[C:14]([CH3:16])=[CH2:15].CC(N=NC(C#N)(C)C)(C#N)C. Product: [C:1]([O:6][CH2:7][CH2:8][CH2:9][CH2:10][CH2:11][CH3:12])(=[O:5])[C:2]([CH3:4])=[CH2:3].[C:13]([NH2:18])(=[O:17])[C:14]([CH3:16])=[CH2:15]. The catalyst class is: 12. (2) Reactant: [OH:1][Li].O.[CH3:4][O:5][C:6]1[CH:11]=[C:10]([O:12][CH3:13])[N:9]=[C:8]([O:14][C@H:15]2[C@:18]3([C:28]4[CH:33]=[CH:32][CH:31]=[CH:30][CH:29]=4)[C:19]4[CH:27]=[CH:26][CH:25]=[CH:24][C:20]=4[CH2:21][CH2:22][CH2:23][N:17]3[C:16]2=[O:34])[N:7]=1.Cl. Product: [CH3:4][O:5][C:6]1[CH:11]=[C:10]([O:12][CH3:13])[N:9]=[C:8]([O:14][C@@H:15]([C@:18]2([C:28]3[CH:29]=[CH:30][CH:31]=[CH:32][CH:33]=3)[C:19]3[CH:27]=[CH:26][CH:25]=[CH:24][C:20]=3[CH2:21][CH2:22][CH2:23][NH:17]2)[C:16]([OH:34])=[O:1])[N:7]=1. The catalyst class is: 776. (3) Reactant: [O:1]=[C:2]1[NH:7][CH:6]=[CH:5][N:4]([S:8]([C:11]2[CH:17]=[CH:16][C:14]([CH3:15])=[CH:13][CH:12]=2)(=[O:10])=[O:9])[C@@H:3]1[CH2:18][C:19]([O:21]C(C)(C)C)=[O:20].C(O)(C(F)(F)F)=O. Product: [O:1]=[C:2]1[NH:7][CH:6]=[CH:5][N:4]([S:8]([C:11]2[CH:12]=[CH:13][C:14]([CH3:15])=[CH:16][CH:17]=2)(=[O:10])=[O:9])[C@@H:3]1[CH2:18][C:19]([OH:21])=[O:20]. The catalyst class is: 2. (4) Reactant: [O:1]1[C:5]2[CH:6]=[CH:7][CH:8]=[CH:9][C:4]=2[N:3]=[C:2]1[C:10]1[CH:11]=[C:12]([NH2:17])[CH:13]=[CH:14][C:15]=1[Cl:16].N1C=CC=CC=1.Cl[C:25]([O:27][CH3:28])=[O:26]. Product: [CH3:28][O:27][C:25](=[O:26])[NH:17][C:12]1[CH:13]=[CH:14][C:15]([Cl:16])=[C:10]([C:2]2[O:1][C:5]3[CH:6]=[CH:7][CH:8]=[CH:9][C:4]=3[N:3]=2)[CH:11]=1. The catalyst class is: 7.